This data is from NCI-60 drug combinations with 297,098 pairs across 59 cell lines. The task is: Regression. Given two drug SMILES strings and cell line genomic features, predict the synergy score measuring deviation from expected non-interaction effect. (1) Drug 1: CS(=O)(=O)C1=CC(=C(C=C1)C(=O)NC2=CC(=C(C=C2)Cl)C3=CC=CC=N3)Cl. Drug 2: CC1=C(C(CCC1)(C)C)C=CC(=CC=CC(=CC(=O)O)C)C. Cell line: CAKI-1. Synergy scores: CSS=6.33, Synergy_ZIP=-7.22, Synergy_Bliss=-8.99, Synergy_Loewe=-10.9, Synergy_HSA=-7.61. (2) Drug 1: CCC1(CC2CC(C3=C(CCN(C2)C1)C4=CC=CC=C4N3)(C5=C(C=C6C(=C5)C78CCN9C7C(C=CC9)(C(C(C8N6C=O)(C(=O)OC)O)OC(=O)C)CC)OC)C(=O)OC)O.OS(=O)(=O)O. Drug 2: CC(C)CN1C=NC2=C1C3=CC=CC=C3N=C2N. Cell line: LOX IMVI. Synergy scores: CSS=7.04, Synergy_ZIP=-4.51, Synergy_Bliss=-4.98, Synergy_Loewe=-17.7, Synergy_HSA=-9.88. (3) Drug 1: CS(=O)(=O)CCNCC1=CC=C(O1)C2=CC3=C(C=C2)N=CN=C3NC4=CC(=C(C=C4)OCC5=CC(=CC=C5)F)Cl. Drug 2: C1CN(P(=O)(OC1)NCCCl)CCCl. Cell line: RXF 393. Synergy scores: CSS=-0.0875, Synergy_ZIP=-1.27, Synergy_Bliss=-3.42, Synergy_Loewe=-4.22, Synergy_HSA=-4.25. (4) Drug 1: C1CCC(C1)C(CC#N)N2C=C(C=N2)C3=C4C=CNC4=NC=N3. Drug 2: C1=CC(=CC=C1CCC2=CNC3=C2C(=O)NC(=N3)N)C(=O)NC(CCC(=O)O)C(=O)O. Cell line: OVCAR-4. Synergy scores: CSS=12.7, Synergy_ZIP=-9.74, Synergy_Bliss=-16.6, Synergy_Loewe=-39.4, Synergy_HSA=-16.7. (5) Drug 1: C1C(C(OC1N2C=C(C(=O)NC2=O)F)CO)O. Drug 2: C1CN(P(=O)(OC1)NCCCl)CCCl. Cell line: ACHN. Synergy scores: CSS=22.9, Synergy_ZIP=1.69, Synergy_Bliss=0.946, Synergy_Loewe=-23.1, Synergy_HSA=-0.700.